This data is from Forward reaction prediction with 1.9M reactions from USPTO patents (1976-2016). The task is: Predict the product of the given reaction. (1) Given the reactants Cl[C:2]1[N:7]2[N:8]=[CH:9][N:10]=[C:6]2[CH:5]=[C:4]([Cl:11])[N:3]=1.FC(F)(F)C(O)=O.[NH2:19][CH2:20][CH2:21][NH:22][C:23]1[CH:30]=[CH:29][C:26]([C:27]#[N:28])=[CH:25][N:24]=1.CCN(C(C)C)C(C)C.O, predict the reaction product. The product is: [Cl:11][C:4]1[N:3]=[C:2]([NH:19][CH2:20][CH2:21][NH:22][C:23]2[CH:30]=[CH:29][C:26]([C:27]#[N:28])=[CH:25][N:24]=2)[N:7]2[N:8]=[CH:9][N:10]=[C:6]2[CH:5]=1. (2) Given the reactants [Cl:1][C:2]1[CH:7]=[CH:6][CH:5]=[CH:4][C:3]=1[C:8]1[CH:9]=[N:10][C:11]2[N:12]([N:21]=[C:22](S(C)(=O)=O)[C:23]=2[C:24](=[O:31])[NH:25][CH:26]2[CH2:30][CH2:29][CH2:28][CH2:27]2)[C:13]=1[C:14]1[CH:19]=[CH:18][C:17]([Cl:20])=[CH:16][CH:15]=1.[N-:36]=[N+:37]=[N-:38].[Na+], predict the reaction product. The product is: [N:36]([C:22]1[C:23]([C:24](=[O:31])[NH:25][CH:26]2[CH2:30][CH2:29][CH2:28][CH2:27]2)=[C:11]2[N:10]=[CH:9][C:8]([C:3]3[CH:4]=[CH:5][CH:6]=[CH:7][C:2]=3[Cl:1])=[C:13]([C:14]3[CH:19]=[CH:18][C:17]([Cl:20])=[CH:16][CH:15]=3)[N:12]2[N:21]=1)=[N+:37]=[N-:38].